The task is: Regression. Given two drug SMILES strings and cell line genomic features, predict the synergy score measuring deviation from expected non-interaction effect.. This data is from NCI-60 drug combinations with 297,098 pairs across 59 cell lines. (1) Drug 1: CC1=C(N=C(N=C1N)C(CC(=O)N)NCC(C(=O)N)N)C(=O)NC(C(C2=CN=CN2)OC3C(C(C(C(O3)CO)O)O)OC4C(C(C(C(O4)CO)O)OC(=O)N)O)C(=O)NC(C)C(C(C)C(=O)NC(C(C)O)C(=O)NCCC5=NC(=CS5)C6=NC(=CS6)C(=O)NCCC[S+](C)C)O. Drug 2: C(CN)CNCCSP(=O)(O)O. Cell line: SK-OV-3. Synergy scores: CSS=2.14, Synergy_ZIP=-3.42, Synergy_Bliss=-1.79, Synergy_Loewe=-7.44, Synergy_HSA=-2.84. (2) Drug 1: CN(C)N=NC1=C(NC=N1)C(=O)N. Drug 2: C(CC(=O)O)C(=O)CN.Cl. Cell line: SK-MEL-5. Synergy scores: CSS=2.75, Synergy_ZIP=-5.53, Synergy_Bliss=-6.45, Synergy_Loewe=-9.20, Synergy_HSA=-6.73. (3) Drug 1: C1=CC(=CC=C1CCCC(=O)O)N(CCCl)CCCl. Drug 2: CCC1(CC2CC(C3=C(CCN(C2)C1)C4=CC=CC=C4N3)(C5=C(C=C6C(=C5)C78CCN9C7C(C=CC9)(C(C(C8N6C=O)(C(=O)OC)O)OC(=O)C)CC)OC)C(=O)OC)O.OS(=O)(=O)O. Cell line: OVCAR3. Synergy scores: CSS=49.1, Synergy_ZIP=4.43, Synergy_Bliss=9.05, Synergy_Loewe=-5.36, Synergy_HSA=8.85. (4) Drug 1: C1=CC=C(C(=C1)C(C2=CC=C(C=C2)Cl)C(Cl)Cl)Cl. Drug 2: CS(=O)(=O)OCCCCOS(=O)(=O)C. Cell line: SK-MEL-5. Synergy scores: CSS=7.04, Synergy_ZIP=1.21, Synergy_Bliss=7.77, Synergy_Loewe=0.919, Synergy_HSA=2.13. (5) Drug 1: CC1=C(C=C(C=C1)NC2=NC=CC(=N2)N(C)C3=CC4=NN(C(=C4C=C3)C)C)S(=O)(=O)N.Cl. Drug 2: C1=NC2=C(N=C(N=C2N1C3C(C(C(O3)CO)O)F)Cl)N. Cell line: HL-60(TB). Synergy scores: CSS=27.7, Synergy_ZIP=0.0520, Synergy_Bliss=-11.6, Synergy_Loewe=-57.9, Synergy_HSA=-20.9. (6) Drug 1: C1CCN(CC1)CCOC2=CC=C(C=C2)C(=O)C3=C(SC4=C3C=CC(=C4)O)C5=CC=C(C=C5)O. Drug 2: C1=CC(=C2C(=C1NCCNCCO)C(=O)C3=C(C=CC(=C3C2=O)O)O)NCCNCCO. Cell line: ACHN. Synergy scores: CSS=55.7, Synergy_ZIP=8.92, Synergy_Bliss=7.69, Synergy_Loewe=-14.9, Synergy_HSA=7.84. (7) Drug 1: C1C(C(OC1N2C=NC3=C(N=C(N=C32)Cl)N)CO)O. Drug 2: CC(C)(C#N)C1=CC(=CC(=C1)CN2C=NC=N2)C(C)(C)C#N. Cell line: IGROV1. Synergy scores: CSS=3.69, Synergy_ZIP=-0.918, Synergy_Bliss=0.147, Synergy_Loewe=-0.722, Synergy_HSA=-0.357.